From a dataset of TCR-epitope binding with 47,182 pairs between 192 epitopes and 23,139 TCRs. Binary Classification. Given a T-cell receptor sequence (or CDR3 region) and an epitope sequence, predict whether binding occurs between them. (1) The epitope is GLNKIVRMY. The TCR CDR3 sequence is CASSQEGRSGNTIYF. Result: 0 (the TCR does not bind to the epitope). (2) The epitope is GILGFVFTL. The TCR CDR3 sequence is CASSLGPDEKLFF. Result: 0 (the TCR does not bind to the epitope).